This data is from Catalyst prediction with 721,799 reactions and 888 catalyst types from USPTO. The task is: Predict which catalyst facilitates the given reaction. (1) Reactant: Br[C:2]1[CH:7]=[CH:6][C:5]([O:8][C:9]([F:12])([F:11])[F:10])=[CH:4][CH:3]=1.[CH3:13][O:14][C:15]1[CH:20]=[CH:19][C:18]([N:21]2[CH2:26][CH2:25][N:24]([C:27]3[C:28]([CH3:41])=[C:29]([CH3:40])[C:30]4[O:34][C:33]([CH3:36])([CH3:35])[C:32](=[O:37])[C:31]=4[C:38]=3[CH3:39])[CH2:23][CH2:22]2)=[CH:17][CH:16]=1. Product: [F:10][C:9]([F:12])([F:11])[O:8][C:5]1[CH:6]=[CH:7][C:2]([C:32]2([OH:37])[C:31]3[C:38]([CH3:39])=[C:27]([N:24]4[CH2:25][CH2:26][N:21]([C:18]5[CH:19]=[CH:20][C:15]([O:14][CH3:13])=[CH:16][CH:17]=5)[CH2:22][CH2:23]4)[C:28]([CH3:41])=[C:29]([CH3:40])[C:30]=3[O:34][C:33]2([CH3:35])[CH3:36])=[CH:3][CH:4]=1. The catalyst class is: 81. (2) Reactant: [Cl:1][C:2]1[N:10]=[C:9]2[C:5]([N:6]=[C:7]([CH:12]=O)[N:8]2[CH3:11])=[C:4]([N:14]2[CH:19]3[CH2:20][CH2:21][CH:15]2[CH2:16][O:17][CH2:18]3)[N:3]=1.[NH:22]1[CH2:27][CH2:26][CH:25]([C:28]([OH:31])([CH3:30])[CH3:29])[CH2:24][CH2:23]1.C(O[BH-](OC(=O)C)OC(=O)C)(=O)C.[Na+]. Product: [Cl:1][C:2]1[N:10]=[C:9]2[C:5]([N:6]=[C:7]([CH2:12][N:22]3[CH2:27][CH2:26][CH:25]([C:28]([OH:31])([CH3:30])[CH3:29])[CH2:24][CH2:23]3)[N:8]2[CH3:11])=[C:4]([N:14]2[CH:19]3[CH2:20][CH2:21][CH:15]2[CH2:16][O:17][CH2:18]3)[N:3]=1. The catalyst class is: 26. (3) Reactant: [ClH:1].[NH:2]1[C:6]2=[N:7][CH:8]=[CH:9][C:10]([O:11][C:12]3[CH:17]=[CH:16][C:15]([NH:18]C4C(C(NC5C=CC(F)=CC=5F)=O)=CN=CC=4)=[CH:14][C:13]=3[F:36])=[C:5]2[CH:4]=[CH:3]1.F[C:38]1[N:53]=[CH:52][CH:51]=[CH:50][C:39]=1[C:40]([NH:42][C:43]1[CH:48]=[CH:47][CH:46]=[CH:45][C:44]=1[CH3:49])=[O:41].CN1C(=O)CCC1.Cl. Product: [ClH:1].[ClH:1].[NH:2]1[C:6]2=[N:7][CH:8]=[CH:9][C:10]([O:11][C:12]3[CH:17]=[CH:16][C:15]([NH:18][C:38]4[N:53]=[CH:52][CH:51]=[CH:50][C:39]=4[C:40]([NH:42][C:43]4[CH:48]=[CH:47][CH:46]=[CH:45][C:44]=4[CH3:49])=[O:41])=[CH:14][C:13]=3[F:36])=[C:5]2[CH:4]=[CH:3]1. The catalyst class is: 12. (4) Reactant: [CH2:1]([C:4]1[CH:5]=[C:6]([CH:11]=[CH:12][C:13]=1[CH3:14])[C:7](OC)=[O:8])[CH:2]=[CH2:3].O.[NH2:16][NH2:17]. Product: [CH2:1]([C:4]1[CH:5]=[C:6]([CH:11]=[CH:12][C:13]=1[CH3:14])[C:7]([NH:16][NH2:17])=[O:8])[CH:2]=[CH2:3]. The catalyst class is: 8. (5) Reactant: [CH2:1]([O:3][C:4](=[O:24])[C:5]([N:7]([C:10]1[C:15]([C:16]([F:19])([F:18])[F:17])=[CH:14][C:13]([Br:20])=[CH:12][C:11]=1[N+:21]([O-])=O)[CH2:8][CH3:9])=[O:6])[CH3:2].[O-]S(S([O-])=O)=O.[Na+].[Na+].C(OCC)(=O)C. The catalyst class is: 20. Product: [CH2:1]([O:3][C:4](=[O:24])[C:5]([N:7]([C:10]1[C:15]([C:16]([F:18])([F:19])[F:17])=[CH:14][C:13]([Br:20])=[CH:12][C:11]=1[NH2:21])[CH2:8][CH3:9])=[O:6])[CH3:2]. (6) Reactant: [Cl:1][C:2]1[CH:11]=[C:10]2[C:5]([C:6](=O)[NH:7][CH:8]=[N:9]2)=[CH:4][C:3]=1[N+:13]([O-:15])=[O:14].P(Cl)(Cl)([Cl:18])=O.CN(C=O)C. Product: [Cl:18][C:6]1[C:5]2[C:10](=[CH:11][C:2]([Cl:1])=[C:3]([N+:13]([O-:15])=[O:14])[CH:4]=2)[N:9]=[CH:8][N:7]=1. The catalyst class is: 309.